This data is from Forward reaction prediction with 1.9M reactions from USPTO patents (1976-2016). The task is: Predict the product of the given reaction. (1) The product is: [CH2:1]([O:3][C:4]([C:6]1[NH:7][C:8]([CH3:21])=[C:9]([C:12]2[CH:13]=[CH:14][C:15]([C:18](=[O:20])[NH:28][C:29]3[CH:30]=[CH:31][C:32]([C:35]4[CH:40]=[CH:39][CH:38]=[CH:37][CH:36]=4)=[CH:33][CH:34]=3)=[CH:16][CH:17]=2)[C:10]=1[CH3:11])=[O:5])[CH3:2]. Given the reactants [CH2:1]([O:3][C:4]([C:6]1[NH:7][C:8]([CH3:21])=[C:9]([C:12]2[CH:17]=[CH:16][C:15]([C:18]([OH:20])=O)=[CH:14][CH:13]=2)[C:10]=1[CH3:11])=[O:5])[CH3:2].C(Cl)(=O)C(Cl)=O.[NH2:28][C:29]1[CH:34]=[CH:33][C:32]([C:35]2[CH:40]=[CH:39][CH:38]=[CH:37][CH:36]=2)=[CH:31][CH:30]=1, predict the reaction product. (2) Given the reactants [B:1]([OH:4])([OH:3])[OH:2].[OH:5][CH2:6][CH:7]([CH2:9][OH:10])[OH:8], predict the reaction product. The product is: [B:1]([OH:4])([OH:3])[OH:2].[OH:5][CH2:6][CH:7]([CH2:9][OH:10])[OH:8].[OH:5][CH2:6][CH:7]([CH2:9][OH:10])[OH:8]. (3) Given the reactants Cl[CH2:2][C:3]([NH:5][C:6]1[CH:11]=[C:10]([N+:12]([O-:14])=[O:13])[CH:9]=[CH:8][C:7]=1[Cl:15])=[O:4].[NH:16]1[CH2:21][CH2:20][O:19][CH2:18][CH2:17]1.C(N(CC)CC)C.[I-].[K+], predict the reaction product. The product is: [Cl:15][C:7]1[CH:8]=[CH:9][C:10]([N+:12]([O-:14])=[O:13])=[CH:11][C:6]=1[NH:5][C:3](=[O:4])[CH2:2][N:16]1[CH2:21][CH2:20][O:19][CH2:18][CH2:17]1. (4) Given the reactants [C:1]([O:5][C:6]([N:8]1[CH2:13][CH:12]2[CH2:14][CH:9]1[CH2:10][N:11]2[C:15]1[C:23]2[C:18](=[CH:19][C:20]([F:24])=[CH:21][CH:22]=2)[NH:17][N:16]=1)=[O:7])([CH3:4])([CH3:3])[CH3:2].[Cl:25][C:26]1[CH:31]=[C:30](I)[CH:29]=[CH:28][N:27]=1.P([O-])([O-])([O-])=O.[K+].[K+].[K+].C1(N)CCCCC1N.C(=O)(O)[O-].[Na+], predict the reaction product. The product is: [C:1]([O:5][C:6]([N:8]1[CH2:13][CH:12]2[CH2:14][CH:9]1[CH2:10][N:11]2[C:15]1[C:23]2[C:18](=[CH:19][C:20]([F:24])=[CH:21][CH:22]=2)[N:17]([C:30]2[CH:29]=[CH:28][N:27]=[C:26]([Cl:25])[CH:31]=2)[N:16]=1)=[O:7])([CH3:4])([CH3:2])[CH3:3]. (5) Given the reactants [P:1]([O:9][CH2:10][CH3:11])([O:6][CH2:7][CH3:8])([O:3]CC)=O.[CH2:12]([O:19][C:20]1[C:29]([CH2:30]Br)=[C:28]2[C:23]([CH:24]=[CH:25][C:26]([O:32][CH3:33])=[N:27]2)=[N:22][CH:21]=1)[C:13]1[CH:18]=[CH:17][CH:16]=[CH:15][CH:14]=1.C(OCC)(=O)C, predict the reaction product. The product is: [CH2:10]([O:9][P:1]([CH2:30][C:29]1[C:28]2[C:23](=[CH:24][CH:25]=[C:26]([O:32][CH3:33])[N:27]=2)[N:22]=[CH:21][C:20]=1[O:19][CH2:12][C:13]1[CH:18]=[CH:17][CH:16]=[CH:15][CH:14]=1)(=[O:3])[O:6][CH2:7][CH3:8])[CH3:11]. (6) Given the reactants I[C:2]1[C:7]([CH3:8])=[CH:6][N:5]=[C:4]([NH:9][C:10]([CH:12]2[CH2:14][CH2:13]2)=[O:11])[CH:3]=1.[CH3:15][C:16]1([CH3:32])[C:20]([CH3:22])([CH3:21])[O:19][B:18]([B:18]2[O:19][C:20]([CH3:22])([CH3:21])[C:16]([CH3:32])([CH3:15])[O:17]2)[O:17]1.C([O-])(=O)C.[K+], predict the reaction product. The product is: [CH3:8][C:7]1[C:2]([B:18]2[O:19][C:20]([CH3:22])([CH3:21])[C:16]([CH3:32])([CH3:15])[O:17]2)=[CH:3][C:4]([NH:9][C:10]([CH:12]2[CH2:14][CH2:13]2)=[O:11])=[N:5][CH:6]=1. (7) Given the reactants Br[C:2]1[C:7]2[O:8][CH2:9][CH2:10][O:11][C:6]=2[CH:5]=[C:4]([CH:12]=[O:13])[CH:3]=1.[CH3:14]N(C=O)C, predict the reaction product. The product is: [CH3:14][C:2]1[C:7]2[O:8][CH2:9][CH2:10][O:11][C:6]=2[CH:5]=[C:4]([CH:12]=[O:13])[CH:3]=1. (8) Given the reactants [C:1]([C:4]1[CH:8]([C:9]2[CH:14]=[CH:13][C:12]([Cl:15])=[CH:11][CH:10]=2)[N:7]([CH2:16][C:17]2[CH:22]=[CH:21][C:20]([O:23][CH3:24])=[CH:19][CH:18]=2)[C:6](=[O:25])[C:5]=1O)(=O)[CH3:2].O.[NH2:28][NH2:29], predict the reaction product. The product is: [Cl:15][C:12]1[CH:13]=[CH:14][C:9]([CH:8]2[C:4]3[C:1]([CH3:2])=[N:29][NH:28][C:5]=3[C:6](=[O:25])[N:7]2[CH2:16][C:17]2[CH:22]=[CH:21][C:20]([O:23][CH3:24])=[CH:19][CH:18]=2)=[CH:10][CH:11]=1. (9) Given the reactants Cl[C:2]1[N:7]=[C:6]([O:8][CH3:9])[CH:5]=[CH:4][N:3]=1.[CH2:10]([O:12][C:13]([N:15]1[CH2:20][CH2:19][CH:18]([NH2:21])[CH2:17][CH2:16]1)=[O:14])[CH3:11], predict the reaction product. The product is: [CH2:10]([O:12][C:13]([N:15]1[CH2:16][CH2:17][CH:18]([NH:21][C:2]2[N:7]=[C:6]([O:8][CH3:9])[CH:5]=[CH:4][N:3]=2)[CH2:19][CH2:20]1)=[O:14])[CH3:11]. (10) The product is: [CH2:20]([N:15]1[C:14](=[O:21])[N:13]([C:11]2[CH:10]=[N:9][N:8]([CH2:7][C:6]3[C:2]([CH3:1])=[N:3][O:4][C:5]=3[CH3:22])[CH:12]=2)[C:17](=[O:18])[N:16]1[CH2:19][C:24]1[CH:25]=[CH:26][CH:27]=[CH:28][CH:29]=1)[C:24]1[CH:29]=[CH:28][CH:27]=[CH:26][CH:25]=1. Given the reactants [CH3:1][C:2]1[C:6]([CH2:7][N:8]2[CH:12]=[C:11]([N:13]3[C:17](=[O:18])[N:16]([CH3:19])[N:15]([CH3:20])[C:14]3=[O:21])[CH:10]=[N:9]2)=[C:5]([CH3:22])[O:4][N:3]=1.C(Br)[C:24]1[CH:29]=[CH:28][CH:27]=[CH:26][CH:25]=1, predict the reaction product.